Dataset: Full USPTO retrosynthesis dataset with 1.9M reactions from patents (1976-2016). Task: Predict the reactants needed to synthesize the given product. (1) Given the product [Cl:1][C:2]1[CH:7]=[CH:6][C:5]([NH:8][C:9](=[O:21])[C:10]2[CH:15]=[CH:14][C:13]([C:16]([F:17])([F:19])[F:18])=[N:12][C:11]=2[CH3:20])=[CH:4][C:3]=1[C:22]1[CH:27]=[CH:26][C:25]([O:28][CH3:30])=[CH:24][N:23]=1, predict the reactants needed to synthesize it. The reactants are: [Cl:1][C:2]1[CH:7]=[CH:6][C:5]([NH:8][C:9](=[O:21])[C:10]2[CH:15]=[CH:14][C:13]([C:16]([F:19])([F:18])[F:17])=[N:12][C:11]=2[CH3:20])=[CH:4][C:3]=1[C:22]1[CH:27]=[CH:26][C:25]([OH:28])=[CH:24][N:23]=1.I[CH3:30]. (2) Given the product [Cl:15][C:16]1[CH:17]=[CH:18][C:19]2[N:20]([N:22]=[C:23]([C:37]3[CH:38]=[CH:39][CH:40]=[CH:41][CH:42]=3)[C:24]=2[CH2:25][C:26]2[CH:27]=[C:28]([CH:33]=[CH:34][CH:35]=2)[C:29]([O:31][CH3:32])=[O:30])[CH:21]=1, predict the reactants needed to synthesize it. The reactants are: C([SiH](CC)CC)C.FC(F)(F)C(O)=O.[Cl:15][C:16]1[CH:17]=[CH:18][C:19]2[N:20]([N:22]=[C:23]([C:37]3[CH:42]=[CH:41][CH:40]=[CH:39][CH:38]=3)[C:24]=2[CH:25](O)[C:26]2[CH:27]=[C:28]([CH:33]=[CH:34][CH:35]=2)[C:29]([O:31][CH3:32])=[O:30])[CH:21]=1.C(=O)(O)[O-].[Na+]. (3) The reactants are: [CH:1]12[CH2:10][CH:5]3[CH2:6][CH:7]([CH2:9][CH:3]([CH2:4]3)[CH:2]1[NH:11][C:12]([N:14]1[CH2:18][CH2:17]N=[CH:15]1)=[O:13])[CH2:8]2.[CH3:19][O:20][C:21](=[O:33])[C:22]1[CH:27]=[CH:26][C:25]([O:28]CCNC)=[CH:24][CH:23]=1.O. Given the product [CH3:19][O:20][C:21](=[O:33])[C:22]1[CH:27]=[CH:26][C:25]([O:28][CH2:17][CH2:18][N:14]([CH3:15])[C:12]([NH:11][CH:2]2[CH:1]3[CH2:8][CH:7]4[CH2:6][CH:5]([CH2:4][CH:3]2[CH2:9]4)[CH2:10]3)=[O:13])=[CH:24][CH:23]=1, predict the reactants needed to synthesize it. (4) Given the product [CH:7]1[C:19]2[CH:18]([CH2:20][CH2:21][NH2:22])[C:17]3[C:12](=[CH:13][CH:14]=[CH:15][CH:16]=3)[C:11]=2[CH:10]=[CH:9][CH:8]=1, predict the reactants needed to synthesize it. The reactants are: [H-].[H-].[H-].[H-].[Li+].[Al+3].[CH:7]1[C:19]2[CH:18]([CH2:20][C:21]#[N:22])[C:17]3[C:12](=[CH:13][CH:14]=[CH:15][CH:16]=3)[C:11]=2[CH:10]=[CH:9][CH:8]=1.[Na].C(C(C(C([O-])=O)O)O)([O-])=O.[K+].[K+]. (5) Given the product [CH2:19]([O:18][C:9]1[CH:10]=[CH:11][C:12]2[C:17](=[CH:16][CH:15]=[CH:14][CH:13]=2)[C:8]=1[CH:2]([O:1][C:8]([CH3:17])([CH3:9])[CH3:2])[C:3]([O:5][CH2:6][CH3:7])=[O:4])[C:20]1[CH:21]=[CH:22][CH:23]=[CH:24][CH:25]=1, predict the reactants needed to synthesize it. The reactants are: [OH:1][CH:2]([C:8]1[C:17]2[C:12](=[CH:13][CH:14]=[CH:15][CH:16]=2)[CH:11]=[CH:10][C:9]=1[O:18][CH2:19][C:20]1[CH:25]=[CH:24][CH:23]=[CH:22][CH:21]=1)[C:3]([O:5][CH2:6][CH3:7])=[O:4].Cl(O)(=O)(=O)=O.C(=O)(O)[O-].[Na+].O. (6) Given the product [Br:11][C:12]1[CH:18]=[CH:17][C:15]([NH:16][C:2]2[CH:7]=[CH:6][CH:5]=[CH:4][C:3]=2[N+:8]([O-:10])=[O:9])=[CH:14][C:13]=1[CH3:19], predict the reactants needed to synthesize it. The reactants are: F[C:2]1[CH:7]=[CH:6][CH:5]=[CH:4][C:3]=1[N+:8]([O-:10])=[O:9].[Br:11][C:12]1[CH:18]=[CH:17][C:15]([NH2:16])=[CH:14][C:13]=1[CH3:19].C(N(CC)CC)C.Cl. (7) Given the product [C:8]1([S:5]([CH2:4][C:3]([NH:16][NH2:17])=[O:2])(=[O:7])=[O:6])[CH:13]=[CH:12][CH:11]=[CH:10][CH:9]=1, predict the reactants needed to synthesize it. The reactants are: C[O:2][C:3](=O)[CH2:4][S:5]([C:8]1[CH:13]=[CH:12][CH:11]=[CH:10][CH:9]=1)(=[O:7])=[O:6].O.[NH2:16][NH2:17].